The task is: Predict the reaction yield, written as a fraction of the theoretical maximum amount of product (1.0 means a 100% yield; for example, 0.34 means a 34% yield).. This data is from Reaction yield outcomes from USPTO patents with 853,638 reactions. (1) The reactants are [CH3:1][C:2]1[N:6]([CH2:7][C:8]2[CH:13]=[CH:12][CH:11]=[C:10]([C:14]([F:17])([F:16])[F:15])[C:9]=2[CH3:18])[C:5]2[CH:19]=[C:20]([N:26]3[CH2:31][CH2:30][O:29][CH2:28][CH2:27]3)[CH:21]=[C:22]([C:23]([OH:25])=[O:24])[C:4]=2[N:3]=1.O.[CH2:33]([OH:40])[C:34]([NH2:39])([CH2:37][OH:38])[CH2:35][OH:36]. The catalyst is CO. The product is [CH3:1][C:2]1[N:6]([CH2:7][C:8]2[CH:13]=[CH:12][CH:11]=[C:10]([C:14]([F:16])([F:15])[F:17])[C:9]=2[CH3:18])[C:5]2[CH:19]=[C:20]([N:26]3[CH2:27][CH2:28][O:29][CH2:30][CH2:31]3)[CH:21]=[C:22]([C:23]([OH:25])=[O:24])[C:4]=2[N:3]=1.[NH2:39][C:34]([CH2:37][OH:38])([CH2:35][OH:36])[CH2:33][OH:40]. The yield is 0.930. (2) The reactants are [O:1]=[C:2]([CH3:9])[CH2:3][C:4]([O:6][CH2:7][CH3:8])=[O:5].Br[CH2:11][CH2:12]Br.C(=O)([O-])[O-].[K+].[K+]. The catalyst is CN(C=O)C.O. The product is [C:2]([C:3]1([C:4]([O:6][CH2:7][CH3:8])=[O:5])[CH2:12][CH2:11]1)(=[O:1])[CH3:9]. The yield is 0.520. (3) The reactants are Cl[C:2]1[C:11]2[C:6](=[CH:7][C:8]([O:12][CH3:13])=[CH:9][CH:10]=2)[CH:5]=[CH:4][N:3]=1.[NH3:14]. The catalyst is C(O)CO.CO.[Cu-]=O. The product is [CH3:13][O:12][C:8]1[CH:7]=[C:6]2[C:11](=[CH:10][CH:9]=1)[C:2]([NH2:14])=[N:3][CH:4]=[CH:5]2. The yield is 0.720. (4) The reactants are [CH3:1][O:2][C:3]1[N:11]=[CH:10][CH:9]=[CH:8][C:4]=1[C:5]([OH:7])=[O:6].S(Cl)(Cl)=O.[C:16](Cl)(Cl)(Cl)Cl. No catalyst specified. The product is [CH3:16][O:6][C:5](=[O:7])[C:4]1[CH:8]=[CH:9][CH:10]=[N:11][C:3]=1[O:2][CH3:1]. The yield is 0.810. (5) The reactants are [H-].[Na+].[CH:3]1[C:12]2[C:7](=[CH:8][CH:9]=[CH:10][CH:11]=2)[CH:6]=[C:5]([C:13]([O:15][CH3:16])=O)[N:4]=1.O[C:18]1[CH:23]=[CH:22][CH:21]=C[C:19]=1[C:24](=[O:26])[CH3:25].Cl. The catalyst is N1C=CC=CC=1. The product is [CH:3]1[C:12]2[C:7](=[CH:8][CH:9]=[CH:10][CH:11]=2)[CH:6]=[C:5]([C:13]2[O:15][C:16]3[C:19]([C:24](=[O:26])[CH:25]=2)=[CH:18][CH:23]=[CH:22][CH:21]=3)[N:4]=1. The yield is 0.890. (6) The reactants are [F:1][C:2]1[CH:10]=[CH:9][C:5]([C:6]([OH:8])=[O:7])=[CH:4][C:3]=1[N+:11]([O-:13])=[O:12].S(=O)(=O)(O)O.[CH3:19]O. No catalyst specified. The product is [CH3:19][O:7][C:6](=[O:8])[C:5]1[CH:9]=[CH:10][C:2]([F:1])=[C:3]([N+:11]([O-:13])=[O:12])[CH:4]=1. The yield is 0.900. (7) The reactants are [CH3:1][O:2][CH2:3][CH:4]([NH:6][C:7]([C:9]1[CH:10]=[C:11]([C:16]2[CH:21]=[CH:20][C:19]([CH3:22])=[CH:18][CH:17]=2)[CH:12]=[C:13](I)[CH:14]=1)=[O:8])[CH3:5].C1C=CC(P(C2C=CC=CC=2)C2C=CC=CC=2)=CC=1.[S:42]1[C:46]2[CH:47]=[CH:48][CH:49]=[CH:50][C:45]=2[N:44]=[CH:43]1. The catalyst is CN(C=O)C.[Cu]I.CC([O-])=O.CC([O-])=O.[Pd+2]. The product is [CH3:1][O:2][CH2:3][CH:4]([NH:6][C:7]([C:9]1[CH:10]=[C:11]([C:16]2[CH:21]=[CH:20][C:19]([CH3:22])=[CH:18][CH:17]=2)[CH:12]=[C:13]([C:43]2[S:42][C:46]3[CH:47]=[CH:48][CH:49]=[CH:50][C:45]=3[N:44]=2)[CH:14]=1)=[O:8])[CH3:5]. The yield is 0.600.